From a dataset of Peptide-MHC class I binding affinity with 185,985 pairs from IEDB/IMGT. Regression. Given a peptide amino acid sequence and an MHC pseudo amino acid sequence, predict their binding affinity value. This is MHC class I binding data. The peptide sequence is RIYSDPLAL. The MHC is HLA-A32:01 with pseudo-sequence HLA-A32:01. The binding affinity (normalized) is 0.117.